This data is from Full USPTO retrosynthesis dataset with 1.9M reactions from patents (1976-2016). The task is: Predict the reactants needed to synthesize the given product. Given the product [ClH:1].[ClH:1].[CH3:3][N:4]1[CH2:5][CH2:6][N:7]([CH2:10][CH:11]([CH:52]2[CH2:53][CH2:54][CH2:55][CH2:56][CH2:57][CH2:58][CH:51]2[OH:59])[C:12]2[C:21]3[C:16](=[CH:17][CH:18]=[CH:19][CH:20]=3)[CH:15]=[CH:14][CH:13]=2)[CH2:8][CH2:9]1, predict the reactants needed to synthesize it. The reactants are: [ClH:1].Cl.[CH3:3][N:4]1[CH2:9][CH2:8][N:7]([CH2:10][CH:11](C2(O)CCCCCCC2)[C:12]2[C:21]3[C:16](=[CH:17][CH:18]=[CH:19][CH:20]=3)[CH:15]=[CH:14][CH:13]=2)[CH2:6][CH2:5]1.Cl.Cl.C1(C([C:51]2([OH:59])[CH2:58][CH2:57][CH2:56][CH2:55][CH2:54][CH2:53][CH2:52]2)CN2CCNCC2)C2C(=CC=CC=2)C=CC=1.